This data is from Catalyst prediction with 721,799 reactions and 888 catalyst types from USPTO. The task is: Predict which catalyst facilitates the given reaction. (1) Reactant: [CH3:1][S:2]([C:5]1[CH:6]=[C:7]([C:11]2[CH:16]=[CH:15][C:14]([N:17]3[CH:21]=[C:20]([C:22]([NH:24][NH2:25])=[O:23])[N:19]=[C:18]3[C:26]3[CH:31]=[CH:30][CH:29]=[CH:28][C:27]=3[C:32]([F:35])([F:34])[F:33])=[CH:13][CH:12]=2)[CH:8]=[CH:9][CH:10]=1)(=[O:4])=[O:3].[C:36](OC(=O)C)(=O)[CH3:37].C([O-])([O-])=O.[Na+].[Na+].[Na+].[Cl-]. Product: [CH3:36][C:37]1[O:23][C:22]([C:20]2[N:19]=[C:18]([C:26]3[CH:31]=[CH:30][CH:29]=[CH:28][C:27]=3[C:32]([F:35])([F:33])[F:34])[N:17]([C:14]3[CH:15]=[CH:16][C:11]([C:7]4[CH:8]=[CH:9][CH:10]=[C:5]([S:2]([CH3:1])(=[O:3])=[O:4])[CH:6]=4)=[CH:12][CH:13]=3)[CH:21]=2)=[N:24][N:25]=1. The catalyst class is: 17. (2) Reactant: [OH-].[Li+].C[O:4][C:5](=[O:16])[C:6]1[CH:11]=[CH:10][CH:9]=[CH:8][C:7]=1[O:12][CH2:13][C:14]#[CH:15].[OH-].[Na+]. Product: [CH2:13]([O:12][C:7]1[CH:8]=[CH:9][CH:10]=[CH:11][C:6]=1[C:5]([OH:16])=[O:4])[C:14]#[CH:15]. The catalyst class is: 127. (3) Reactant: C[O:2][C:3]([CH:5]1[CH:9]([O:10][Si:11]([C:14]([CH3:17])([CH3:16])[CH3:15])([CH3:13])[CH3:12])[CH2:8][CH2:7][N:6]1[C:18]([O:20][C:21]([CH3:24])([CH3:23])[CH3:22])=[O:19])=O.[Li+].[BH4-]. Product: [C:21]([O:20][C:18]([N:6]1[CH2:7][CH2:8][CH:9]([O:10][Si:11]([C:14]([CH3:17])([CH3:16])[CH3:15])([CH3:13])[CH3:12])[CH:5]1[CH2:3][OH:2])=[O:19])([CH3:24])([CH3:23])[CH3:22]. The catalyst class is: 36. (4) Reactant: [NH:1]1[C:9]2[C:4](=[CH:5][C:6]([CH2:10][NH2:11])=[CH:7][CH:8]=2)[CH:3]=[CH:2]1.[O:12](C(OC(C)(C)C)=O)[C:13]([O:15][C:16]([CH3:19])([CH3:18])[CH3:17])=O.C(Cl)Cl.CCN(C(C)C)C(C)C. Product: [NH:1]1[C:9]2[C:4](=[CH:5][C:6]([CH2:10][NH:11][C:13](=[O:12])[O:15][C:16]([CH3:19])([CH3:18])[CH3:17])=[CH:7][CH:8]=2)[CH:3]=[CH:2]1. The catalyst class is: 6.